From a dataset of Reaction yield outcomes from USPTO patents with 853,638 reactions. Predict the reaction yield, written as a fraction of the theoretical maximum amount of product (1.0 means a 100% yield; for example, 0.34 means a 34% yield). (1) The reactants are [CH3:1][O:2][C:3]1[S:4][CH:5]=[CH:6][CH:7]=1.C([Li])CCC.CN(C)[CH:15]=[O:16].Cl. The catalyst is O1CCCC1.CN(C)P(N(C)C)(N(C)C)=O. The product is [CH3:1][O:2][C:3]1[S:4][C:5]([CH:15]=[O:16])=[CH:6][CH:7]=1. The yield is 0.720. (2) The product is [CH2:15]([O:14][C:7]1[C:6]2[C:17](=[O:18])[N:23]([C:24]3[CH:34]=[CH:33][C:27]([CH2:28][S:29]([NH2:32])(=[O:30])=[O:31])=[CH:26][CH:25]=3)[C:20](=[O:21])[C:5]=2[C:4]([O:3][CH2:1][CH3:2])=[C:13]2[CH:12]=[CH:11][CH:10]=[CH:9][C:8]=12)[CH3:16]. The reactants are [CH2:1]([O:3][C:4]1[C:13]2[C:8](=[CH:9][CH:10]=[CH:11][CH:12]=2)[C:7]([O:14][CH2:15][CH3:16])=[C:6]([C:17](O)=[O:18])[C:5]=1[C:20](O)=[O:21])[CH3:2].[NH2:23][C:24]1[CH:34]=[CH:33][C:27]([CH2:28][S:29]([NH2:32])(=[O:31])=[O:30])=[CH:26][CH:25]=1.O. The yield is 0.690. The catalyst is C(O)(=O)C.